From a dataset of Forward reaction prediction with 1.9M reactions from USPTO patents (1976-2016). Predict the product of the given reaction. (1) Given the reactants [F:1][C:2]1[CH:11]=[C:10]2[C:5]([N:6]=[C:7]([CH3:17])[C:8]([C:12](=O)[CH2:13][C:14]#[N:15])=[N:9]2)=[CH:4][CH:3]=1.O.[NH2:19][NH2:20], predict the reaction product. The product is: [F:1][C:2]1[CH:11]=[C:10]2[C:5]([N:6]=[C:7]([CH3:17])[C:8]([C:12]3[CH:13]=[C:14]([NH2:15])[NH:20][N:19]=3)=[N:9]2)=[CH:4][CH:3]=1. (2) Given the reactants [Cl:1][C:2]1[C:7]([CH3:8])=[C:6]([OH:9])[C:5]([CH3:10])=[CH:4][C:3]=1[OH:11].B(F)(F)F.[CH3:16][C:17]1[S:18][C:19]([CH3:27])=[CH:20][C:21]=1[C:22](O)([CH:24]=[CH2:25])[CH3:23].C(O)=C, predict the reaction product. The product is: [Cl:1][C:2]1[C:7]([CH3:8])=[C:6]([OH:9])[C:5]([CH3:10])=[C:4]2[C:3]=1[O:11][C:22]([C:21]1[CH:20]=[C:19]([CH3:27])[S:18][C:17]=1[CH3:16])([CH3:23])[CH2:24][CH2:25]2. (3) The product is: [N:1]([C:4]1[CH:19]=[CH:18][C:7]([CH2:8][OH:26])=[CH:6][CH:5]=1)=[N+:2]=[N-:3]. Given the reactants [N:1]([C:4]1[CH:19]=[CH:18][C:7]([CH2:8]P(=C(C[N+](C)(C)C)O)=O)=[CH:6][CH:5]=1)=[N+:2]=[N-:3].NC1C=CC(C[OH:26])=CC=1.Cl.[N+]([O-])([O-])=O.[Na+].[N-]=[N+]=[N-].[Na+], predict the reaction product. (4) Given the reactants [C:1]([O:5][C:6]([NH:8][CH2:9][C:10]1[C:11]([CH2:27][CH:28]([CH3:30])[CH3:29])=[N:12][C:13]([CH3:26])=[C:14]([C:18]=1[C:19]1[CH:24]=[CH:23][C:22]([CH3:25])=[CH:21][CH:20]=1)[C:15]([OH:17])=[O:16])=[O:7])([CH3:4])([CH3:3])[CH3:2].O[CH2:32][C:33]1[CH:42]=[CH:41][C:36]([C:37]([O:39][CH3:40])=[O:38])=[CH:35][N:34]=1.C1(P(C2C=CC=CC=2)C2C=CC=CC=2)C=CC=CC=1.C1(C)C=CC=CC=1.N(C(OCC)=O)=NC(OCC)=O, predict the reaction product. The product is: [C:1]([O:5][C:6]([NH:8][CH2:9][C:10]1[C:11]([CH2:27][CH:28]([CH3:30])[CH3:29])=[N:12][C:13]([CH3:26])=[C:14]([C:18]=1[C:19]1[CH:24]=[CH:23][C:22]([CH3:25])=[CH:21][CH:20]=1)[C:15]([O:17][CH2:32][C:33]1[CH:42]=[CH:41][C:36]([C:37]([O:39][CH3:40])=[O:38])=[CH:35][N:34]=1)=[O:16])=[O:7])([CH3:4])([CH3:3])[CH3:2].